Dataset: NCI-60 drug combinations with 297,098 pairs across 59 cell lines. Task: Regression. Given two drug SMILES strings and cell line genomic features, predict the synergy score measuring deviation from expected non-interaction effect. (1) Drug 1: CCC1=C2CN3C(=CC4=C(C3=O)COC(=O)C4(CC)O)C2=NC5=C1C=C(C=C5)O. Drug 2: CC1CCCC2(C(O2)CC(NC(=O)CC(C(C(=O)C(C1O)C)(C)C)O)C(=CC3=CSC(=N3)C)C)C. Cell line: UACC-257. Synergy scores: CSS=28.7, Synergy_ZIP=-1.99, Synergy_Bliss=-2.55, Synergy_Loewe=-1.98, Synergy_HSA=-1.10. (2) Drug 1: C1C(C(OC1N2C=NC3=C(N=C(N=C32)Cl)N)CO)O. Drug 2: CCC1=C2CN3C(=CC4=C(C3=O)COC(=O)C4(CC)O)C2=NC5=C1C=C(C=C5)O. Cell line: 786-0. Synergy scores: CSS=11.0, Synergy_ZIP=-4.43, Synergy_Bliss=-1.20, Synergy_Loewe=-34.1, Synergy_HSA=-2.05. (3) Drug 1: CC1=CC2C(CCC3(C2CCC3(C(=O)C)OC(=O)C)C)C4(C1=CC(=O)CC4)C. Drug 2: CCCS(=O)(=O)NC1=C(C(=C(C=C1)F)C(=O)C2=CNC3=C2C=C(C=N3)C4=CC=C(C=C4)Cl)F. Cell line: PC-3. Synergy scores: CSS=3.31, Synergy_ZIP=8.89, Synergy_Bliss=8.37, Synergy_Loewe=5.08, Synergy_HSA=5.03. (4) Drug 1: C1CCC(CC1)NC(=O)N(CCCl)N=O. Drug 2: C1=C(C(=O)NC(=O)N1)N(CCCl)CCCl. Cell line: HCC-2998. Synergy scores: CSS=17.2, Synergy_ZIP=-3.82, Synergy_Bliss=0.178, Synergy_Loewe=-2.27, Synergy_HSA=-0.417.